Dataset: Full USPTO retrosynthesis dataset with 1.9M reactions from patents (1976-2016). Task: Predict the reactants needed to synthesize the given product. Given the product [CH2:40]([O:42][C:11](=[O:38])[CH2:12][N:13]1[N:19]=[C:18]([CH:20]2[CH2:21][CH2:22][CH2:23][CH2:24][CH2:25]2)[C:17]2[CH:26]=[CH:27][CH:28]=[CH:29][C:16]=2[N:15]([CH2:30][C:31](=[O:36])[C:32]([CH3:34])([CH3:33])[CH3:35])[C:14]1=[O:37])[CH3:41], predict the reactants needed to synthesize it. The reactants are: COC(=O)C1C=CC=C(N[C:11](=[O:38])[CH2:12][N:13]2[N:19]=[C:18]([CH:20]3[CH2:25][CH2:24][CH2:23][CH2:22][CH2:21]3)[C:17]3[CH:26]=[CH:27][CH:28]=[CH:29][C:16]=3[N:15]([CH2:30][C:31](=[O:36])[C:32]([CH3:35])([CH3:34])[CH3:33])[C:14]2=[O:37])C=1.[CH2:40]([O:42]C(=O)CN1C2C(=CC=C(N)C=2)C=C1)[CH3:41].C1(C2C3C=CC=CC=3N(CC(=O)C(C)(C)C)C(=O)N(CC(O)=O)N=2)CCCCC1.COC(=O)C1C=CC=C(N)C=1.